Dataset: NCI-60 drug combinations with 297,098 pairs across 59 cell lines. Task: Regression. Given two drug SMILES strings and cell line genomic features, predict the synergy score measuring deviation from expected non-interaction effect. (1) Drug 1: CNC(=O)C1=CC=CC=C1SC2=CC3=C(C=C2)C(=NN3)C=CC4=CC=CC=N4. Drug 2: C1=CC(=CC=C1CCCC(=O)O)N(CCCl)CCCl. Cell line: LOX IMVI. Synergy scores: CSS=31.8, Synergy_ZIP=-4.88, Synergy_Bliss=2.76, Synergy_Loewe=3.83, Synergy_HSA=4.05. (2) Synergy scores: CSS=34.6, Synergy_ZIP=-5.28, Synergy_Bliss=-1.38, Synergy_Loewe=-9.39, Synergy_HSA=1.18. Drug 2: C1=C(C(=O)NC(=O)N1)N(CCCl)CCCl. Drug 1: CN(C)N=NC1=C(NC=N1)C(=O)N. Cell line: K-562. (3) Drug 1: C1=CN(C=N1)CC(O)(P(=O)(O)O)P(=O)(O)O. Drug 2: CN(CCCl)CCCl.Cl. Cell line: K-562. Synergy scores: CSS=-10.9, Synergy_ZIP=22.9, Synergy_Bliss=37.2, Synergy_Loewe=-11.3, Synergy_HSA=-3.61. (4) Drug 1: C1=NC(=NC(=O)N1C2C(C(C(O2)CO)O)O)N. Drug 2: C#CCC(CC1=CN=C2C(=N1)C(=NC(=N2)N)N)C3=CC=C(C=C3)C(=O)NC(CCC(=O)O)C(=O)O. Cell line: CCRF-CEM. Synergy scores: CSS=41.7, Synergy_ZIP=6.76, Synergy_Bliss=-0.482, Synergy_Loewe=-29.3, Synergy_HSA=0.256. (5) Cell line: A498. Drug 1: CS(=O)(=O)OCCCCOS(=O)(=O)C. Synergy scores: CSS=0.414, Synergy_ZIP=-1.88, Synergy_Bliss=-1.66, Synergy_Loewe=-0.778, Synergy_HSA=-0.555. Drug 2: CN(C(=O)NC(C=O)C(C(C(CO)O)O)O)N=O. (6) Drug 1: C(CC(=O)O)C(=O)CN.Cl. Drug 2: N.N.Cl[Pt+2]Cl. Cell line: DU-145. Synergy scores: CSS=58.9, Synergy_ZIP=2.42, Synergy_Bliss=2.37, Synergy_Loewe=-4.89, Synergy_HSA=3.38. (7) Drug 1: C1=NC(=NC(=O)N1C2C(C(C(O2)CO)O)O)N. Drug 2: CCCCC(=O)OCC(=O)C1(CC(C2=C(C1)C(=C3C(=C2O)C(=O)C4=C(C3=O)C=CC=C4OC)O)OC5CC(C(C(O5)C)O)NC(=O)C(F)(F)F)O. Cell line: ACHN. Synergy scores: CSS=54.6, Synergy_ZIP=1.64, Synergy_Bliss=0.226, Synergy_Loewe=0.585, Synergy_HSA=0.660. (8) Drug 1: CC(C)NC(=O)C1=CC=C(C=C1)CNNC.Cl. Drug 2: CC(C)CN1C=NC2=C1C3=CC=CC=C3N=C2N. Cell line: TK-10. Synergy scores: CSS=2.99, Synergy_ZIP=-2.19, Synergy_Bliss=-3.46, Synergy_Loewe=-0.0630, Synergy_HSA=-2.07.